Dataset: Full USPTO retrosynthesis dataset with 1.9M reactions from patents (1976-2016). Task: Predict the reactants needed to synthesize the given product. Given the product [C:27]([O:26][C:24]([N:21]1[CH2:22][CH2:23][C:18]([F:7])([C:31]2[CH:36]=[CH:35][CH:34]=[CH:33][CH:32]=2)[CH2:19][CH2:20]1)=[O:25])([CH3:30])([CH3:29])[CH3:28], predict the reactants needed to synthesize it. The reactants are: C(N(S(F)(F)[F:7])CC)C.C(=O)=O.CC(C)=O.O[C:18]1([C:31]2[CH:36]=[CH:35][CH:34]=[CH:33][CH:32]=2)[CH2:23][CH2:22][N:21]([C:24]([O:26][C:27]([CH3:30])([CH3:29])[CH3:28])=[O:25])[CH2:20][CH2:19]1.ClC1C=C(C=CC=1)C(OO)=O.